From a dataset of Reaction yield outcomes from USPTO patents with 853,638 reactions. Predict the reaction yield, written as a fraction of the theoretical maximum amount of product (1.0 means a 100% yield; for example, 0.34 means a 34% yield). (1) The product is [Cl:1][C:2]1[N:7]=[C:6]([C:8]2[S:38][C:36]([CH2:35][S:32]([C:29]([CH3:31])([CH3:30])[CH3:28])(=[O:34])=[O:33])=[N:37][C:9]=2[C:11]2[CH:12]=[C:13]([NH:17][C:18](=[O:27])[C:19]3[C:24]([F:25])=[CH:23][CH:22]=[CH:21][C:20]=3[F:26])[CH:14]=[CH:15][CH:16]=2)[CH:5]=[CH:4][N:3]=1. The reactants are [Cl:1][C:2]1[N:7]=[C:6]([CH2:8][C:9]([C:11]2[CH:12]=[C:13]([NH:17][C:18](=[O:27])[C:19]3[C:24]([F:25])=[CH:23][CH:22]=[CH:21][C:20]=3[F:26])[CH:14]=[CH:15][CH:16]=2)=O)[CH:5]=[CH:4][N:3]=1.[CH3:28][C:29]([S:32]([CH2:35][C:36](=[S:38])[NH2:37])(=[O:34])=[O:33])([CH3:31])[CH3:30]. No catalyst specified. The yield is 0.660. (2) The reactants are Cl[C:2]([O:4][CH2:5][C:6]1[CH:11]=[CH:10][CH:9]=[CH:8][CH:7]=1)=[O:3].[CH3:12][NH:13][CH2:14][CH2:15][OH:16]. The catalyst is C1COCC1.C(=O)([O-])[O-].[Na+].[Na+]. The product is [CH2:5]([O:4][C:2]([N:13]([CH2:14][CH2:15][OH:16])[CH3:12])=[O:3])[C:6]1[CH:11]=[CH:10][CH:9]=[CH:8][CH:7]=1. The yield is 0.970. (3) The reactants are [C:1]([O:5][C:6]([N:8]1[CH2:13][CH2:12][C:11](=[C:14]([C:18]2[CH:23]=[CH:22][CH:21]=[CH:20][CH:19]=2)[C:15](O)=[O:16])[CH2:10][CH2:9]1)=[O:7])([CH3:4])([CH3:3])[CH3:2].CCN=C=NCCCN(C)C.C1C=CC2N(O)[N:42]=[N:41]C=2C=1.O.NN. The catalyst is CN(C=O)C.O. The product is [C:1]([O:5][C:6]([N:8]1[CH2:13][CH2:12][C:11](=[C:14]([C:18]2[CH:23]=[CH:22][CH:21]=[CH:20][CH:19]=2)[C:15]([NH:41][NH2:42])=[O:16])[CH2:10][CH2:9]1)=[O:7])([CH3:4])([CH3:3])[CH3:2]. The yield is 0.920. (4) The reactants are [CH3:1][O:2][C:3]1[CH:4]=[C:5]([CH:13]=[C:14]([O:16][CH3:17])[CH:15]=1)[C:6]([N:8]([CH2:11][CH3:12])[CH2:9][CH3:10])=[O:7].[CH:18]([Li])(CC)C.IC.O. The catalyst is O1CCCC1. The product is [CH3:18][C:13]1[C:14]([O:16][CH3:17])=[CH:15][C:3]([O:2][CH3:1])=[CH:4][C:5]=1[C:6]([N:8]([CH2:11][CH3:12])[CH2:9][CH3:10])=[O:7]. The yield is 0.750. (5) The reactants are Br[CH2:2][CH2:3][O:4][C:5]1[CH:10]=[CH:9][C:8]([N+:11]([O-:13])=[O:12])=[CH:7][CH:6]=1.[NH:14]1[CH2:19][CH2:18][O:17][CH2:16][CH2:15]1.C(#N)C.C(=O)([O-])[O-].[K+].[K+]. The product is [N+:11]([C:8]1[CH:9]=[CH:10][C:5]([O:4][CH2:3][CH2:2][N:14]2[CH2:19][CH2:18][O:17][CH2:16][CH2:15]2)=[CH:6][CH:7]=1)([O-:13])=[O:12]. No catalyst specified. The yield is 0.840. (6) The product is [CH2:1]([C:3]1[C:22]2[C:6](=[CH:7][C:8]3[CH2:14][CH2:13][NH:12][CH2:11][CH2:10][C:9]=3[CH:21]=2)[O:5][N:4]=1)[CH3:2]. The catalyst is CO. The yield is 1.00. The reactants are [CH2:1]([C:3]1[C:22]2[C:6](=[CH:7][C:8]3[CH2:14][CH2:13][N:12](C(=O)C(F)(F)F)[CH2:11][CH2:10][C:9]=3[CH:21]=2)[O:5][N:4]=1)[CH3:2].C([O-])([O-])=O.[Na+].[Na+]. (7) The reactants are [O:1]1[CH:5]=[CH:4][CH:3]=[C:2]1[C:6]1[NH:14][C:13]([NH2:15])=[N:12][C:11]2[C:7]=1[N:8]=[CH:9][N:10]=2.[OH-].[K+].S(O[CH2:23][C@H:24]([CH3:33])[NH:25]C(OCCCC)=O)(=O)(=O)C.C(OC(OC(C)(C)C)=O)(OC(C)(C)C)=O. The catalyst is CS(C)=O.O. The product is [NH2:25][C@@H:24]([CH3:33])[CH2:23][N:10]1[CH:9]=[N:8][C:7]2[C:11]1=[N:12][C:13]([NH2:15])=[N:14][C:6]=2[C:2]1[O:1][CH:5]=[CH:4][CH:3]=1. The yield is 0.450. (8) The product is [CH3:10][C@@H:11]([CH2:30][CH3:31])[C@H:12]([NH:17][C:18]([N:2]([CH3:1])[CH2:3][C:4]1[N:5]=[C:6]([CH3:9])[S:7][CH:8]=1)=[O:20])[C:13]([O:15][CH3:16])=[O:14]. The reactants are [CH3:1][NH:2][CH2:3][C:4]1[N:5]=[C:6]([CH3:9])[S:7][CH:8]=1.[CH3:10][C@@H:11]([CH2:30][CH3:31])[C@H:12]([NH:17][C:18]([O:20]C1C=CC([N+]([O-])=O)=CC=1)=O)[C:13]([O:15][CH3:16])=[O:14].C(N(CC)CC)C. The yield is 0.860. The catalyst is C1COCC1.CN(C1C=CN=CC=1)C. (9) The reactants are [Cl:1][C:2]1[CH:7]=[C:6](I)[C:5]([Cl:9])=[CH:4][N:3]=1.[NH2:10][C:11]1[CH:22]=[CH:21][CH:20]=[CH:19][C:12]=1[C:13]([N:15]([O:17][CH3:18])[CH3:16])=[O:14].C(=O)([O-])[O-].[Cs+].[Cs+].CC1(C)C2C=CC=C(P(C3C=CC=CC=3)C3C=CC=CC=3)C=2OC2C1=CC=CC=2P(C1C=CC=CC=1)C1C=CC=CC=1. The catalyst is O1CCOCC1.C([O-])(=O)C.[Pd+2].C([O-])(=O)C. The product is [Cl:1][C:2]1[CH:7]=[C:6]([NH:10][C:11]2[CH:22]=[CH:21][CH:20]=[CH:19][C:12]=2[C:13]([N:15]([O:17][CH3:18])[CH3:16])=[O:14])[C:5]([Cl:9])=[CH:4][N:3]=1. The yield is 0.330.